Dataset: Full USPTO retrosynthesis dataset with 1.9M reactions from patents (1976-2016). Task: Predict the reactants needed to synthesize the given product. The reactants are: [C:1]([N:4]([CH2:11][C:12]1[CH:17]=[CH:16][C:15]([C@@H:18]2[CH2:23][CH2:22][CH2:21][CH2:20][C@H:19]2[C:24]([OH:26])=O)=[CH:14][CH:13]=1)[C:5]1[CH:10]=[CH:9][CH:8]=[CH:7][N:6]=1)(=[O:3])[CH3:2].[NH2:27][C@@H:28]([C:32]1[CH:37]=[CH:36][CH:35]=[CH:34][CH:33]=1)[C:29]([NH2:31])=[O:30].C(N(CC)CC)C.CCN=C=NCCCN(C)C.Cl. Given the product [NH3:4].[C:1]([N:4]([CH2:11][C:12]1[CH:17]=[CH:16][C:15]([C@@H:18]2[CH2:23][CH2:22][CH2:21][CH2:20][C@H:19]2[C:24]([NH:27][C@@H:28]([C:32]2[CH:37]=[CH:36][CH:35]=[CH:34][CH:33]=2)[C:29]([NH2:31])=[O:30])=[O:26])=[CH:14][CH:13]=1)[C:5]1[CH:10]=[CH:9][CH:8]=[CH:7][N:6]=1)(=[O:3])[CH3:2], predict the reactants needed to synthesize it.